Dataset: Reaction yield outcomes from USPTO patents with 853,638 reactions. Task: Predict the reaction yield, written as a fraction of the theoretical maximum amount of product (1.0 means a 100% yield; for example, 0.34 means a 34% yield). The reactants are [NH2:1][C@@:2]([C:6]1[CH:15]=[CH:14][C:13]2[C:8](=[CH:9][CH:10]=[C:11]([O:27][C@H:28]3[CH2:33][CH2:32][C@H:31]([C:34]([CH3:37])([CH3:36])[CH3:35])[CH2:30][CH2:29]3)[C:12]=2[C:16]2[CH:21]=[CH:20][C:19](OC(F)(F)F)=[CH:18][CH:17]=2)[CH:7]=1)([CH3:5])[CH2:3][OH:4].C([C@H]1CC[C@H](OC2C(C3C=CC=CC=3)=C3C(=CC=2)C=C([C@]2(C)COC(=O)N2)C=C3)CC1)(C)(C)C. No catalyst specified. The product is [NH2:1][C@@:2]([C:6]1[CH:15]=[CH:14][C:13]2[C:8](=[CH:9][CH:10]=[C:11]([O:27][C@H:28]3[CH2:29][CH2:30][C@H:31]([C:34]([CH3:37])([CH3:36])[CH3:35])[CH2:32][CH2:33]3)[C:12]=2[C:16]2[CH:17]=[CH:18][CH:19]=[CH:20][CH:21]=2)[CH:7]=1)([CH3:5])[CH2:3][OH:4]. The yield is 0.880.